Dataset: Forward reaction prediction with 1.9M reactions from USPTO patents (1976-2016). Task: Predict the product of the given reaction. (1) Given the reactants Br[C:2]1[C:3]([CH3:24])=[C:4]([CH:21]=[CH:22][CH:23]=1)[CH2:5][NH:6][C:7]1[CH:20]=[CH:19][C:10]2[C@H:11]([CH2:14][C:15]([O:17][CH3:18])=[O:16])[CH2:12][O:13][C:9]=2[CH:8]=1.[B:25]1([B:25]2[O:29][C:28]([CH3:31])([CH3:30])[C:27]([CH3:33])([CH3:32])[O:26]2)[O:29][C:28]([CH3:31])([CH3:30])[C:27]([CH3:33])([CH3:32])[O:26]1.C([O-])(=O)C.[K+].C(OCC)(=O)C, predict the reaction product. The product is: [CH3:24][C:3]1[C:2]([B:25]2[O:29][C:28]([CH3:31])([CH3:30])[C:27]([CH3:33])([CH3:32])[O:26]2)=[CH:23][CH:22]=[CH:21][C:4]=1[CH2:5][NH:6][C:7]1[CH:20]=[CH:19][C:10]2[C@H:11]([CH2:14][C:15]([O:17][CH3:18])=[O:16])[CH2:12][O:13][C:9]=2[CH:8]=1. (2) Given the reactants [F:1][C:2]1[CH:7]=[C:6]([F:8])[CH:5]=[CH:4][C:3]=1[CH2:9][CH2:10][N:11]1[CH2:16][CH2:15][CH:14]([S:17]([C:20]2[CH:25]=[CH:24][C:23]([CH2:26]O)=[CH:22][CH:21]=2)(=[O:19])=[O:18])[CH2:13][CH2:12]1.CCN(CC)CC.CS(Cl)(=O)=O.[Na+].[I-].C([O-])([O-])=O.[Cs+].[Cs+].[NH:48]1[CH:52]=[N:51][N:50]=[N:49]1, predict the reaction product. The product is: [F:1][C:2]1[CH:7]=[C:6]([F:8])[CH:5]=[CH:4][C:3]=1[CH2:9][CH2:10][N:11]1[CH2:16][CH2:15][CH:14]([S:17]([C:20]2[CH:25]=[CH:24][C:23]([CH2:26][N:48]3[CH:52]=[N:51][N:50]=[N:49]3)=[CH:22][CH:21]=2)(=[O:19])=[O:18])[CH2:13][CH2:12]1. (3) The product is: [F:26][C:6]1[CH:7]=[C:8]([C:11]#[C:12][C:13]2[CH:22]=[CH:21][C:20]3[C:19](=[O:23])[CH2:18][CH2:17][C:16]([CH3:25])([CH3:24])[C:15]=3[CH:14]=2)[CH:9]=[CH:10][C:5]=1[C:4]([OH:27])=[O:3]. Given the reactants C([O:3][C:4](=[O:27])[C:5]1[CH:10]=[CH:9][C:8]([C:11]#[C:12][C:13]2[CH:22]=[CH:21][C:20]3[C:19](=[O:23])[CH2:18][CH2:17][C:16]([CH3:25])([CH3:24])[C:15]=3[CH:14]=2)=[CH:7][C:6]=1[F:26])C.ClCCl.C1(N)CC1.C([BH3-])#N.[Na+], predict the reaction product. (4) Given the reactants [Si]([O:18][CH2:19][C:20]1([CH2:23][N:24]2[CH2:29][CH2:28][CH:27]([CH2:30][CH2:31][C:32]3[C:36]4[CH:37]=[CH:38][C:39]([O:45][CH2:46][C:47]5[CH:54]=[CH:53][C:50]([C:51]#[N:52])=[CH:49][CH:48]=5)=[C:40]([CH2:41][N:42]([CH3:44])[CH3:43])[C:35]=4[O:34][N:33]=3)[CH2:26][CH2:25]2)[CH2:22][CH2:21]1)(C(C)(C)C)(C1C=CC=CC=1)C1C=CC=CC=1.[F-].C([N+](CCCC)(CCCC)CCCC)CCC.O, predict the reaction product. The product is: [CH3:43][N:42]([CH2:41][C:40]1[C:35]2[O:34][N:33]=[C:32]([CH2:31][CH2:30][CH:27]3[CH2:28][CH2:29][N:24]([CH2:23][C:20]4([CH2:19][OH:18])[CH2:21][CH2:22]4)[CH2:25][CH2:26]3)[C:36]=2[CH:37]=[CH:38][C:39]=1[O:45][CH2:46][C:47]1[CH:48]=[CH:49][C:50]([C:51]#[N:52])=[CH:53][CH:54]=1)[CH3:44]. (5) The product is: [Cl:8][C:5]1[CH:4]=[C:3]2[C:2](=[CH:7][CH:6]=1)[N:1]=[C:15]([C:17]1[CH:18]=[N:19][CH:20]=[CH:21][CH:22]=1)[N:16]=[C:9]2[C:10]([F:13])([F:12])[F:11]. Given the reactants [NH2:1][C:2]1[CH:7]=[CH:6][C:5]([Cl:8])=[CH:4][C:3]=1[C:9](=O)[C:10]([F:13])([F:12])[F:11].[C:15]([C:17]1[CH:18]=[N:19][CH:20]=[CH:21][CH:22]=1)#[N:16], predict the reaction product. (6) Given the reactants [Cl:1][C:2]1[CH:3]=[C:4]([CH:6]=[C:7]([F:10])[C:8]=1[F:9])[NH2:5].[Cl:11][S:12]([C:15]1[CH:16]=[C:17]([C:21](Cl)=[O:22])[N:18]([CH3:20])[CH:19]=1)(=[O:14])=[O:13], predict the reaction product. The product is: [Cl:1][C:2]1[CH:3]=[C:4]([NH:5][C:21]([C:17]2[N:18]([CH3:20])[CH:19]=[C:15]([S:12]([Cl:11])(=[O:14])=[O:13])[CH:16]=2)=[O:22])[CH:6]=[C:7]([F:10])[C:8]=1[F:9].